From a dataset of NCI-60 drug combinations with 297,098 pairs across 59 cell lines. Regression. Given two drug SMILES strings and cell line genomic features, predict the synergy score measuring deviation from expected non-interaction effect. (1) Drug 1: C1CCC(C1)C(CC#N)N2C=C(C=N2)C3=C4C=CNC4=NC=N3. Drug 2: CN1CCC(CC1)COC2=C(C=C3C(=C2)N=CN=C3NC4=C(C=C(C=C4)Br)F)OC. Cell line: NCI-H226. Synergy scores: CSS=17.4, Synergy_ZIP=-3.17, Synergy_Bliss=5.44, Synergy_Loewe=4.56, Synergy_HSA=6.03. (2) Drug 1: CC12CCC3C(C1CCC2O)C(CC4=C3C=CC(=C4)O)CCCCCCCCCS(=O)CCCC(C(F)(F)F)(F)F. Drug 2: CN(C(=O)NC(C=O)C(C(C(CO)O)O)O)N=O. Cell line: SK-OV-3. Synergy scores: CSS=-0.499, Synergy_ZIP=1.31, Synergy_Bliss=-2.72, Synergy_Loewe=-2.76, Synergy_HSA=-3.60. (3) Drug 1: CS(=O)(=O)CCNCC1=CC=C(O1)C2=CC3=C(C=C2)N=CN=C3NC4=CC(=C(C=C4)OCC5=CC(=CC=C5)F)Cl. Synergy scores: CSS=13.9, Synergy_ZIP=-1.53, Synergy_Bliss=1.53, Synergy_Loewe=-19.5, Synergy_HSA=0.670. Cell line: NCI-H322M. Drug 2: C(CCl)NC(=O)N(CCCl)N=O. (4) Drug 1: CC(C1=C(C=CC(=C1Cl)F)Cl)OC2=C(N=CC(=C2)C3=CN(N=C3)C4CCNCC4)N. Drug 2: CC1=C(C=C(C=C1)NC(=O)C2=CC=C(C=C2)CN3CCN(CC3)C)NC4=NC=CC(=N4)C5=CN=CC=C5. Cell line: KM12. Synergy scores: CSS=39.1, Synergy_ZIP=2.50, Synergy_Bliss=-0.935, Synergy_Loewe=-32.9, Synergy_HSA=-2.53. (5) Drug 1: COC1=NC(=NC2=C1N=CN2C3C(C(C(O3)CO)O)O)N. Drug 2: CCC1=C2CN3C(=CC4=C(C3=O)COC(=O)C4(CC)O)C2=NC5=C1C=C(C=C5)O. Cell line: OVCAR-8. Synergy scores: CSS=22.3, Synergy_ZIP=-4.70, Synergy_Bliss=0.480, Synergy_Loewe=-34.2, Synergy_HSA=-7.97. (6) Drug 1: C1=CC(=CC=C1CCCC(=O)O)N(CCCl)CCCl. Drug 2: CC1=C(C(CCC1)(C)C)C=CC(=CC=CC(=CC(=O)O)C)C. Cell line: EKVX. Synergy scores: CSS=-6.36, Synergy_ZIP=-3.60, Synergy_Bliss=-12.1, Synergy_Loewe=-15.9, Synergy_HSA=-14.5.